From a dataset of Full USPTO retrosynthesis dataset with 1.9M reactions from patents (1976-2016). Predict the reactants needed to synthesize the given product. (1) Given the product [CH3:1][CH:2]1[CH2:4][CH:3]1[C:5]1[O:17][C:8]2=[N:9][C:10]([C:13]([OH:15])=[O:14])=[CH:11][CH:12]=[C:7]2[CH:6]=1, predict the reactants needed to synthesize it. The reactants are: [CH3:1][CH:2]1[CH2:4][CH:3]1[C:5]1[O:17][C:8]2=[N:9][C:10]([C:13]([O:15]C)=[O:14])=[CH:11][CH:12]=[C:7]2[CH:6]=1.CO.[OH-].[Na+].Cl. (2) Given the product [F:25][C:23]1([F:26])[O:22][C:16]2=[CH:17][CH:18]=[C:19]3[C:14]([N:13]=[C:12]([NH2:27])[N:11]4[N:10]=[C:9]([CH2:8][C:7]5[C:2]([N:37]6[CH2:38][CH2:39][C@@H:35]([C:32]7[CH:33]=[CH:34][C:29]([F:28])=[CH:30][CH:31]=7)[CH2:36]6)=[N:3][CH:4]=[CH:5][CH:6]=5)[N:21]=[C:20]34)=[C:15]2[O:24]1, predict the reactants needed to synthesize it. The reactants are: Cl[C:2]1[C:7]([CH2:8][C:9]2[N:21]=[C:20]3[N:11]([C:12]([NH2:27])=[N:13][C:14]4[C:19]3=[CH:18][CH:17]=[C:16]3[O:22][C:23]([F:26])([F:25])[O:24][C:15]=43)[N:10]=2)=[CH:6][CH:5]=[CH:4][N:3]=1.[F:28][C:29]1[CH:34]=[CH:33][C:32]([C@@H:35]2[CH2:39][CH2:38][NH:37][CH2:36]2)=[CH:31][CH:30]=1.C(N(CC)C(C)C)(C)C.CN1CCCC1=O.